Dataset: Forward reaction prediction with 1.9M reactions from USPTO patents (1976-2016). Task: Predict the product of the given reaction. Given the reactants [CH2:1]([O:8][N:9]1[C:15](=[O:16])[N:14]2[CH2:17][C@H:10]1[CH2:11][CH2:12][C@H:13]2[C:18]([OH:20])=O)[C:2]1[CH:7]=[CH:6][CH:5]=[CH:4][CH:3]=1.C(N(CC)CC)C.ClC(OCC(C)C)=O.[C:36]([NH:39][NH2:40])(=[O:38])[CH3:37], predict the reaction product. The product is: [C:36]([NH:39][NH:40][C:18]([C@@H:13]1[CH2:12][CH2:11][C@@H:10]2[CH2:17][N:14]1[C:15](=[O:16])[N:9]2[O:8][CH2:1][C:2]1[CH:3]=[CH:4][CH:5]=[CH:6][CH:7]=1)=[O:20])(=[O:38])[CH3:37].